From a dataset of Catalyst prediction with 721,799 reactions and 888 catalyst types from USPTO. Predict which catalyst facilitates the given reaction. Reactant: [CH2:1]([C:5]1[CH:6]=[CH:7][C:8]2[CH2:14][CH2:13][CH2:12][O:11][CH2:10][C:9]=2[CH:15]=1)[CH:2]([CH3:4])[CH3:3]. Product: [CH2:1]([C:5]1[CH:6]=[CH:7][C:8]([CH2:14][CH2:13][CH2:12][OH:11])=[C:9]([CH3:10])[CH:15]=1)[CH:2]([CH3:4])[CH3:3]. The catalyst class is: 45.